From a dataset of Reaction yield outcomes from USPTO patents with 853,638 reactions. Predict the reaction yield, written as a fraction of the theoretical maximum amount of product (1.0 means a 100% yield; for example, 0.34 means a 34% yield). The reactants are [C:1]([C:4]1[CH:13]=[C:8]([C:9]([O:11][CH3:12])=[O:10])[C:7]([OH:14])=[CH:6][CH:5]=1)(=[O:3])[CH3:2].C(=O)([O-])[O-].[K+].[K+].[CH2:21](Br)[C:22]1[CH:27]=[CH:26][CH:25]=[CH:24][CH:23]=1. The catalyst is C(#N)C. The product is [CH3:12][O:11][C:9](=[O:10])[C:8]1[CH:13]=[C:4]([C:1](=[O:3])[CH3:2])[CH:5]=[CH:6][C:7]=1[O:14][CH2:21][C:22]1[CH:27]=[CH:26][CH:25]=[CH:24][CH:23]=1. The yield is 1.00.